Dataset: Reaction yield outcomes from USPTO patents with 853,638 reactions. Task: Predict the reaction yield, written as a fraction of the theoretical maximum amount of product (1.0 means a 100% yield; for example, 0.34 means a 34% yield). The reactants are [Br:1][C:2]1[CH:8]=[CH:7][C:5]([NH2:6])=[C:4]([N+:9]([O-])=O)[C:3]=1[F:12].CCO.O.[Cl-].[NH4+]. The catalyst is C1COCC1.[Fe]. The product is [Br:1][C:2]1[C:3]([F:12])=[C:4]([NH2:9])[C:5]([NH2:6])=[CH:7][CH:8]=1. The yield is 0.840.